Predict the reaction yield, written as a fraction of the theoretical maximum amount of product (1.0 means a 100% yield; for example, 0.34 means a 34% yield). From a dataset of Reaction yield outcomes from USPTO patents with 853,638 reactions. (1) The reactants are [CH3:1][S:2]([OH:5])(=[O:4])=[O:3].[N:6]1[CH:7]=[CH:8][N:9]2[C:14]=1[CH:13]=[CH:12][C:11]([CH2:15][O:16][C:17]1[CH:22]=[CH:21][C:20]([C:23]3[C:24](=[O:38])[C:25]([CH3:37])([CH3:36])[O:26][C:27]=3[C:28]3[CH:33]=[CH:32][C:31]([O:34][CH3:35])=[CH:30][CH:29]=3)=[CH:19][CH:18]=1)=[N:10]2. The catalyst is C(Cl)Cl.C(OCC)C. The product is [CH3:1][S:2]([OH:5])(=[O:4])=[O:3].[N:6]1[CH:7]=[CH:8][N:9]2[C:14]=1[CH:13]=[CH:12][C:11]([CH2:15][O:16][C:17]1[CH:18]=[CH:19][C:20]([C:23]3[C:24](=[O:38])[C:25]([CH3:36])([CH3:37])[O:26][C:27]=3[C:28]3[CH:33]=[CH:32][C:31]([O:34][CH3:35])=[CH:30][CH:29]=3)=[CH:21][CH:22]=1)=[N:10]2. The yield is 0.800. (2) The reactants are O.C1(C)C=CC(S(O)(=O)=O)=CC=1.[CH2:13]([OH:16])[CH2:14][OH:15].[C:17]([C:20]1[CH:25]=[C:24]([Cl:26])[N:23]=[CH:22][C:21]=1[NH:27]C(=O)OC(C)(C)C)(=O)[CH3:18]. The catalyst is C1(C)C=CC=CC=1.C(OCC)(=O)C. The product is [Cl:26][C:24]1[N:23]=[CH:22][C:21]([NH2:27])=[C:20]([C:17]2([CH3:18])[O:16][CH2:13][CH2:14][O:15]2)[CH:25]=1. The yield is 0.510. (3) The reactants are Br[C:2]1[CH:3]=[C:4]([NH:14][CH2:15][C:16]2[C:21]([CH3:22])=[CH:20][CH:19]=[CH:18][C:17]=2[CH2:23][CH3:24])[C:5]2[N:9]=[C:8]([CH2:10][OH:11])[N:7]([CH3:12])[C:6]=2[CH:13]=1.C1(P(C2C=CC=CC=2)C2C=CC=CC=2)C=CC=CC=1.[C]=O.[OH2:46]. The catalyst is CNC.O1CCCC1.C([O-])(=O)C.[Pd+2].C([O-])(=O)C. The product is [CH3:6][N:7]([CH3:12])[C:8]([C:2]1[CH:3]=[C:4]([NH:14][CH2:15][C:16]2[C:21]([CH3:22])=[CH:20][CH:19]=[CH:18][C:17]=2[CH2:23][CH3:24])[C:5]2[N:9]=[C:8]([CH2:10][OH:11])[N:7]([CH3:12])[C:6]=2[CH:13]=1)=[O:46]. The yield is 0.580. (4) The yield is 0.200. The catalyst is CN(C=O)C.C1C=CC([P]([Pd]([P](C2C=CC=CC=2)(C2C=CC=CC=2)C2C=CC=CC=2)([P](C2C=CC=CC=2)(C2C=CC=CC=2)C2C=CC=CC=2)[P](C2C=CC=CC=2)(C2C=CC=CC=2)C2C=CC=CC=2)(C2C=CC=CC=2)C2C=CC=CC=2)=CC=1. The reactants are Br[C:2]1[N:7]=[C:6]2[N:8]([CH2:11][C:12]3[CH:13]=[C:14]4[C:19](=[CH:20][CH:21]=3)[N:18]=[CH:17][CH:16]=[CH:15]4)[N:9]=[N:10][C:5]2=[N:4][CH:3]=1.[CH2:22]([Sn](CCCC)(CCCC)C=C)[CH2:23]CC.[NH4+].[Cl-].CCOC(C)=O. The product is [CH:22]([C:2]1[N:7]=[C:6]2[N:8]([CH2:11][C:12]3[CH:13]=[C:14]4[C:19](=[CH:20][CH:21]=3)[N:18]=[CH:17][CH:16]=[CH:15]4)[N:9]=[N:10][C:5]2=[N:4][CH:3]=1)=[CH2:23]. (5) The reactants are CO[C:3](=[O:13])[C:4]1[C:9]([Cl:10])=[CH:8][CH:7]=[CH:6][C:5]=1[CH2:11]Br.[C:14]1([CH2:20][CH2:21][CH2:22][NH2:23])[CH:19]=[CH:18][CH:17]=[CH:16][CH:15]=1.C([O-])([O-])=O.[K+].[K+].C(OCC)(=O)C. The catalyst is C1(C)C=CC=CC=1.CCCCCC. The product is [Cl:10][C:9]1[CH:8]=[CH:7][CH:6]=[C:5]2[C:4]=1[C:3](=[O:13])[N:23]([CH2:22][CH2:21][CH2:20][C:14]1[CH:19]=[CH:18][CH:17]=[CH:16][CH:15]=1)[CH2:11]2. The yield is 0.840. (6) The reactants are O1CCOCC1.[ClH:7].[F:8][C:9]1([CH3:22])[CH2:13][CH2:12][CH2:11][CH:10]1[NH:14]C(=O)OC(C)(C)C. The catalyst is ClCCl. The product is [ClH:7].[F:8][C:9]1([CH3:22])[CH2:13][CH2:12][CH2:11][CH:10]1[NH2:14]. The yield is 0.960.